Predict the product of the given reaction. From a dataset of Forward reaction prediction with 1.9M reactions from USPTO patents (1976-2016). (1) Given the reactants O[CH:2]([P:20](=[O:27])([O:24][CH2:25][CH3:26])[O:21][CH2:22][CH3:23])[C:3]1[CH:8]=[CH:7][CH:6]=[C:5]([O:9][C:10]2[CH:15]=[CH:14][C:13]([C:16]([F:19])([F:18])[F:17])=[CH:12][N:11]=2)[CH:4]=1.CCN(S(F)(F)[F:34])CC, predict the reaction product. The product is: [F:34][CH:2]([P:20](=[O:27])([O:24][CH2:25][CH3:26])[O:21][CH2:22][CH3:23])[C:3]1[CH:8]=[CH:7][CH:6]=[C:5]([O:9][C:10]2[CH:15]=[CH:14][C:13]([C:16]([F:19])([F:18])[F:17])=[CH:12][N:11]=2)[CH:4]=1. (2) Given the reactants [CH3:1][C@H:2]1[CH2:7][CH2:6][C@H:5]([NH:8][C:9](=[O:17])[C:10]2[CH:15]=[CH:14][CH:13]=[C:12](Br)[N:11]=2)[CH2:4][CH2:3]1.[O-:18][C:19]1[CH:24]=[CH:23][CH:22]=[CH:21][CH:20]=1.[Na+], predict the reaction product. The product is: [CH3:1][C@H:2]1[CH2:7][CH2:6][C@H:5]([NH:8][C:9](=[O:17])[C:10]2[CH:15]=[CH:14][CH:13]=[C:12]([O:18][C:19]3[CH:24]=[CH:23][CH:22]=[CH:21][CH:20]=3)[N:11]=2)[CH2:4][CH2:3]1. (3) Given the reactants [NH2:1][C:2]1[CH:3]=[C:4]([CH:32]=[CH:33][CH:34]=1)[CH2:5][N:6]1[CH:10]=[CH:9][C:8]([NH:11][C:12](=[O:31])[C@@H:13]([C:20]2[CH:25]=[CH:24][C:23]([S:26]([CH3:29])(=[O:28])=[O:27])=[C:22]([Cl:30])[CH:21]=2)[CH2:14][CH:15]2[CH2:19][CH2:18][CH2:17][CH2:16]2)=[N:7]1.CN1CC[O:39][CH2:38][CH2:37]1.C(Cl)(=O)C, predict the reaction product. The product is: [C:38]([NH:1][C:2]1[CH:3]=[C:4]([CH:32]=[CH:33][CH:34]=1)[CH2:5][N:6]1[CH:10]=[CH:9][C:8]([NH:11][C:12](=[O:31])[C@@H:13]([C:20]2[CH:25]=[CH:24][C:23]([S:26]([CH3:29])(=[O:28])=[O:27])=[C:22]([Cl:30])[CH:21]=2)[CH2:14][CH:15]2[CH2:19][CH2:18][CH2:17][CH2:16]2)=[N:7]1)(=[O:39])[CH3:37].